Dataset: Reaction yield outcomes from USPTO patents with 853,638 reactions. Task: Predict the reaction yield, written as a fraction of the theoretical maximum amount of product (1.0 means a 100% yield; for example, 0.34 means a 34% yield). (1) The reactants are [CH3:1][N:2]([CH3:40])[C:3]1[C:12]2[C:7](=[CH:8][CH:9]=[CH:10][CH:11]=2)[C:6]([CH:13]([C:15]2[N:19](C(C3C=CC=CC=3)(C3C=CC=CC=3)C3C=CC=CC=3)[CH:18]=[N:17][C:16]=2[CH3:39])[OH:14])=[CH:5][CH:4]=1.C([SiH](CC)CC)C. The catalyst is C(O)(C(F)(F)F)=O. The product is [CH3:40][N:2]([CH3:1])[C:3]1[C:12]2[C:7](=[CH:8][CH:9]=[CH:10][CH:11]=2)[C:6]([CH2:13][C:15]2[N:19]=[CH:18][NH:17][C:16]=2[CH3:39])=[CH:5][CH:4]=1.[CH3:1][N:2]([CH3:40])[C:3]1[C:12]2[C:7](=[CH:8][CH:9]=[CH:10][CH:11]=2)[C:6]([CH:13]([C:15]2[N:19]=[CH:18][NH:17][C:16]=2[CH3:39])[OH:14])=[CH:5][CH:4]=1. The yield is 0.320. (2) The reactants are [F:1][C:2]1[CH:3]=[C:4]([C:9]2[N:14]=[CH:13][CH:12]=[CH:11][N:10]=2)[CH:5]=[C:6]([F:8])[CH:7]=1.[N+:15]([O-])([OH:17])=[O:16]. The catalyst is OS(O)(=O)=O.O. The product is [F:1][C:2]1[C:3]([N+:15]([O-:17])=[O:16])=[C:4]([C:9]2[N:10]=[CH:11][CH:12]=[CH:13][N:14]=2)[CH:5]=[C:6]([F:8])[CH:7]=1. The yield is 1.00. (3) The reactants are C1COC2C=CC(NC3C(F)=CN=C(NC4C=CC=C(O)C=4)N=3)=CC=2O1.[NH2:27][C:28]1[CH:29]=[C:30]([CH:33]=[CH:34][CH:35]=1)[C:31]#[N:32].[Cl:36][C:37]1[N:42]=[C:41](Cl)[C:40]([F:44])=[CH:39][N:38]=1. No catalyst specified. The product is [Cl:36][C:37]1[N:42]=[C:41]([NH:27][C:28]2[CH:35]=[CH:34][CH:33]=[C:30]([C:31]#[N:32])[CH:29]=2)[C:40]([F:44])=[CH:39][N:38]=1. The yield is 0.860. (4) The reactants are [CH3:1][N:2]([CH2:13][C:14]1[N:18]([CH2:19][CH:20]2[CH2:23][N:22](C(OC(C)(C)C)=O)[CH2:21]2)[C:17]2[CH:31]=[CH:32][CH:33]=[CH:34][C:16]=2[N:15]=1)[CH:3]1[C:12]2[N:11]=[CH:10][CH:9]=[CH:8][C:7]=2[CH2:6][CH2:5][CH2:4]1. The catalyst is C(O)(C(F)(F)F)=O.ClCCl. The product is [NH:22]1[CH2:21][CH:20]([CH2:19][N:18]2[C:17]3[CH:31]=[CH:32][CH:33]=[CH:34][C:16]=3[N:15]=[C:14]2[CH2:13][N:2]([CH3:1])[CH:3]2[C:12]3[N:11]=[CH:10][CH:9]=[CH:8][C:7]=3[CH2:6][CH2:5][CH2:4]2)[CH2:23]1. The yield is 0.670. (5) The reactants are [CH3:1][N:2]([CH3:29])[C:3]1[CH:4]=[C:5]([CH:26]=[CH:27][CH:28]=1)[C:6]([NH:8][C:9]1[CH:10]=[CH:11][C:12]([CH3:25])=[C:13]([NH:15][C:16](=[O:24])[C:17]2[CH:22]=[CH:21][CH:20]=[CH:19][C:18]=2F)[CH:14]=1)=[O:7].[O:30]1[CH2:35][CH2:34][N:33]([CH2:36][CH2:37][CH2:38][NH2:39])[CH2:32][CH2:31]1. No catalyst specified. The product is [CH3:1][N:2]([CH3:29])[C:3]1[CH:4]=[C:5]([CH:26]=[CH:27][CH:28]=1)[C:6]([NH:8][C:9]1[CH:10]=[CH:11][C:12]([CH3:25])=[C:13]([NH:15][C:16](=[O:24])[C:17]2[CH:22]=[CH:21][CH:20]=[CH:19][C:18]=2[NH:39][CH2:38][CH2:37][CH2:36][N:33]2[CH2:34][CH2:35][O:30][CH2:31][CH2:32]2)[CH:14]=1)=[O:7]. The yield is 0.330.